This data is from Forward reaction prediction with 1.9M reactions from USPTO patents (1976-2016). The task is: Predict the product of the given reaction. Given the reactants C([Si](C)(C)[O:6][C:7]1[CH:12]=[CH:11][C:10]([C:13]2[N:30]([CH:31]3[CH2:36][CH2:35][CH2:34][CH2:33][CH2:32]3)[C:16]3=[N:17][CH:18]=[C:19]([C:21]4[N:25]([CH2:26][CH2:27][C:28]#[N:29])[N:24]=[N:23][N:22]=4)[CH:20]=[C:15]3[N:14]=2)=[CH:9][CH:8]=1)(C)(C)C.O.C(OCC)(=O)C, predict the reaction product. The product is: [CH:31]1([N:30]2[C:16]3=[N:17][CH:18]=[C:19]([C:21]4[N:25]([CH2:26][CH2:27][C:28]#[N:29])[N:24]=[N:23][N:22]=4)[CH:20]=[C:15]3[N:14]=[C:13]2[C:10]2[CH:9]=[CH:8][C:7]([OH:6])=[CH:12][CH:11]=2)[CH2:36][CH2:35][CH2:34][CH2:33][CH2:32]1.